Predict which catalyst facilitates the given reaction. From a dataset of Catalyst prediction with 721,799 reactions and 888 catalyst types from USPTO. (1) Reactant: Cl.Cl.[CH:3]([C@H:16]1[N:21]2[CH2:22][CH2:23][N:24]([C:26]([O:28][CH2:29][C:30]3[CH:35]=[CH:34][CH:33]=[CH:32][CH:31]=3)=[O:27])[CH2:25][C@H:20]2[CH2:19][NH:18][CH2:17]1)([C:10]1[CH:15]=[CH:14][CH:13]=[CH:12][CH:11]=1)[C:4]1[CH:9]=[CH:8][CH:7]=[CH:6][CH:5]=1.C(N(CC)CC)C.[C:43]([O:47][C:48](O[C:48]([O:47][C:43]([CH3:46])([CH3:45])[CH3:44])=[O:49])=[O:49])([CH3:46])([CH3:45])[CH3:44].Cl. The catalyst class is: 46. Product: [CH:3]([C@H:16]1[N:21]2[CH2:22][CH2:23][N:24]([C:26]([O:28][CH2:29][C:30]3[CH:35]=[CH:34][CH:33]=[CH:32][CH:31]=3)=[O:27])[CH2:25][C@H:20]2[CH2:19][N:18]([C:48]([O:47][C:43]([CH3:46])([CH3:45])[CH3:44])=[O:49])[CH2:17]1)([C:10]1[CH:11]=[CH:12][CH:13]=[CH:14][CH:15]=1)[C:4]1[CH:9]=[CH:8][CH:7]=[CH:6][CH:5]=1. (2) Product: [F:1][C:2]1[CH:7]=[C:6]([S:8]([CH3:11])(=[O:10])=[O:9])[CH:5]=[CH:4][C:3]=1[CH:12]1[CH2:17][CH2:16][CH:15]([O:18][CH2:19][CH:20]2[CH2:25][CH2:24][N:23]([C:26]([O:28][C:29]([CH3:32])([CH3:31])[CH3:30])=[O:27])[CH2:22][CH2:21]2)[CH2:14][CH2:13]1. The catalyst class is: 50. Reactant: [F:1][C:2]1[CH:7]=[C:6]([S:8]([CH3:11])(=[O:10])=[O:9])[CH:5]=[CH:4][C:3]=1[C:12]1[CH2:17][CH2:16][CH:15]([O:18][CH2:19][CH:20]2[CH2:25][CH2:24][N:23]([C:26]([O:28][C:29]([CH3:32])([CH3:31])[CH3:30])=[O:27])[CH2:22][CH2:21]2)[CH2:14][CH:13]=1. (3) Reactant: [NH2:1][C:2]1[CH:3]=[C:4]2[C:8](=[CH:9][CH:10]=1)[N:7]([CH2:11][C:12]1[CH:17]=[CH:16][CH:15]=[CH:14][CH:13]=1)[C:6]([C:18]([O:20]CC)=[O:19])=[C:5]2[C:23]1[CH:24]=[C:25]2[C:29](=[CH:30][CH:31]=1)[NH:28][CH:27]=[CH:26]2.[C:32]1([S:38](Cl)(=[O:40])=[O:39])[CH:37]=[CH:36][CH:35]=[CH:34][CH:33]=1. Product: [CH2:11]([N:7]1[C:8]2[C:4](=[CH:3][C:2]([NH:1][S:38]([C:32]3[CH:37]=[CH:36][CH:35]=[CH:34][CH:33]=3)(=[O:40])=[O:39])=[CH:10][CH:9]=2)[C:5]([C:23]2[CH:24]=[C:25]3[C:29](=[CH:30][CH:31]=2)[NH:28][CH:27]=[CH:26]3)=[C:6]1[C:18]([OH:20])=[O:19])[C:12]1[CH:13]=[CH:14][CH:15]=[CH:16][CH:17]=1. The catalyst class is: 10. (4) Reactant: C([N:9]1[C:17]2[C:12](=[CH:13][CH:14]=[CH:15][CH:16]=2)[C:11](=[C:18](Cl)[C:19]2[CH:24]=[CH:23][CH:22]=[CH:21][CH:20]=2)[C:10]1=[O:26])(=O)C1C=CC=CC=1.[NH2:27][C:28]1[CH:29]=[C:30]([CH:36]=[CH:37][CH:38]=1)[C:31]([O:33]CC)=[O:32].[OH-].[Na+]. Product: [C:31]([C:30]1[CH:29]=[C:28]([NH:27]/[C:18](=[C:11]2\[C:10](=[O:26])[NH:9][C:17]3[C:12]\2=[CH:13][CH:14]=[CH:15][CH:16]=3)/[C:19]2[CH:20]=[CH:21][CH:22]=[CH:23][CH:24]=2)[CH:38]=[CH:37][CH:36]=1)([OH:33])=[O:32]. The catalyst class is: 5. (5) Reactant: [OH:1][CH2:2][CH:3]([N:10]1[CH2:18][C:17]2[C:12](=[CH:13][CH:14]=[C:15]([CH3:19])[CH:16]=2)[C:11]1=[O:20])[C:4]1[CH:9]=[CH:8][CH:7]=[CH:6][CH:5]=1.C(N(CC)CC)C.[CH3:28][S:29](Cl)(=[O:31])=[O:30].C(=O)(O)[O-].[Na+]. Product: [CH3:19][C:15]1[CH:16]=[C:17]2[C:12](=[CH:13][CH:14]=1)[C:11](=[O:20])[N:10]([CH:3]([C:4]1[CH:5]=[CH:6][CH:7]=[CH:8][CH:9]=1)[CH2:2][O:1][S:29]([CH3:28])(=[O:31])=[O:30])[CH2:18]2. The catalyst class is: 2. (6) Reactant: [N+:1]([C:4]1[CH:9]=[CH:8][CH:7]=[CH:6][C:5]=1O)([O-:3])=[O:2].[C:11](=[O:14])([O-])[O-].[K+].[K+].ClC[C:19]1[CH:24]=[CH:23][C:22]([CH:25]2[CH2:29][CH2:28][CH2:27][CH2:26]2)=[C:21]([C:30]([F:33])([F:32])[F:31])[CH:20]=1. Product: [CH:25]1([C:22]2[CH:23]=[CH:24][C:19]([CH2:11][O:14][C:7]3[CH:8]=[CH:9][C:4]([N+:1]([O-:3])=[O:2])=[CH:5][CH:6]=3)=[CH:20][C:21]=2[C:30]([F:31])([F:32])[F:33])[CH2:26][CH2:27][CH2:28][CH2:29]1. The catalyst class is: 44. (7) Reactant: [C:1]12([C:11](=[O:21])[CH2:12][S:13]([CH2:15][C:16]3[S:17][CH:18]=[CH:19][CH:20]=3)=[O:14])[CH2:10][CH:5]3[CH2:6][CH:7]([CH2:9][CH:3]([CH2:4]3)[CH2:2]1)[CH2:8]2.C1C=C(Cl)C=C(C(OO)=[O:30])C=1. Product: [C:1]12([C:11](=[O:21])[CH2:12][S:13]([CH2:15][C:16]3[S:17][CH:18]=[CH:19][CH:20]=3)(=[O:30])=[O:14])[CH2:8][CH:7]3[CH2:6][CH:5]([CH2:4][CH:3]([CH2:9]3)[CH2:2]1)[CH2:10]2. The catalyst class is: 2. (8) Reactant: [CH2:1]([O:3][C:4](=[O:9])[CH2:5][C:6](Cl)=[O:7])[CH3:2].[NH4+].[N:11]#[C:12][S-:13].[F:14][C:15]1[CH:20]=[CH:19][C:18]([NH2:21])=[CH:17][C:16]=1[C:22]([F:25])([F:24])[F:23]. Product: [CH2:1]([O:3][C:4](=[O:9])[CH2:5][C:6]([NH:11][C:12]([NH:21][C:18]1[CH:19]=[CH:20][C:15]([F:14])=[C:16]([C:22]([F:25])([F:23])[F:24])[CH:17]=1)=[S:13])=[O:7])[CH3:2]. The catalyst class is: 23. (9) Reactant: [C:1]([C:3]1[CH:12]=[CH:11][C:10]2[C:5](=[CH:6][CH:7]=[C:8](O)[CH:9]=2)[N:4]=1)#[N:2].C(=O)([O-])[O-].[K+].[K+].Cl[CH2:21][O:22][CH2:23][C:24]1[CH:29]=[CH:28][CH:27]=[CH:26][CH:25]=1. Product: [C:1]([C:3]1[CH:12]=[CH:11][C:10]2[C:5](=[CH:6][CH:7]=[C:8]([CH2:21][O:22][CH2:23][C:24]3[CH:29]=[CH:28][CH:27]=[CH:26][CH:25]=3)[CH:9]=2)[N:4]=1)#[N:2]. The catalyst class is: 21.